Dataset: Experimental lipophilicity measurements (octanol/water distribution) for 4,200 compounds from AstraZeneca. Task: Regression/Classification. Given a drug SMILES string, predict its absorption, distribution, metabolism, or excretion properties. Task type varies by dataset: regression for continuous measurements (e.g., permeability, clearance, half-life) or binary classification for categorical outcomes (e.g., BBB penetration, CYP inhibition). For this dataset (lipophilicity_astrazeneca), we predict Y. (1) The compound is CN[C@@H](C)C(=O)N[C@H](C(=O)N[C@H]1CCN(Cc2ccccc2)C1)C1CCCCC1. The Y is 1.49 logD. (2) The compound is CN(C)C(=O)CC(NC(=O)C1(N)CCN(c2ncnc3[nH]ccc23)CC1)c1ccc(Cl)cc1. The Y is 2.40 logD. (3) The molecule is N#Cc1cccc(-c2cc(C(F)(F)F)ccc2OCC(=O)O)c1. The Y is 0.0500 logD. (4) The compound is O=C(CN1C2=NCCN2c2ccccc21)c1ccc(Cl)cc1. The Y is 2.62 logD. (5) The molecule is CCN1CCN(C(=O)c2cc3cc(Cl)ccc3[nH]2)CC1. The Y is 3.14 logD. (6) The compound is CCN(C(=O)Cc1ccc(S(C)(=O)=O)cc1)C1CCN(CC[C@@H](c2cccc(F)c2)C2CCN(S(C)(=O)=O)CC2)CC1. The Y is 1.44 logD. (7) The molecule is Cc1ccc(Nc2nccc(N(C)c3ccc4c(C)n(C)nc4c3)n2)cc1S(N)(=O)=O. The Y is 3.30 logD.